This data is from Peptide-MHC class II binding affinity with 134,281 pairs from IEDB. The task is: Regression. Given a peptide amino acid sequence and an MHC pseudo amino acid sequence, predict their binding affinity value. This is MHC class II binding data. (1) The peptide sequence is VTEGERTVRVLDTVE. The MHC is DRB1_0901 with pseudo-sequence DRB1_0901. The binding affinity (normalized) is 0. (2) The peptide sequence is KTGQALVVGIYDEPM. The MHC is HLA-DQA10401-DQB10402 with pseudo-sequence HLA-DQA10401-DQB10402. The binding affinity (normalized) is 0.501. (3) The peptide sequence is DYHWLRTVRTTKESL. The MHC is DRB1_0301 with pseudo-sequence DRB1_0301. The binding affinity (normalized) is 0.158. (4) The peptide sequence is NHFFNHHKVMLLGHD. The MHC is HLA-DQA10101-DQB10501 with pseudo-sequence HLA-DQA10101-DQB10501. The binding affinity (normalized) is 0.251. (5) The peptide sequence is DVKFPGGGQIVGIVY. The MHC is HLA-DQA10501-DQB10301 with pseudo-sequence HLA-DQA10501-DQB10301. The binding affinity (normalized) is 0.646.